Predict the reaction yield, written as a fraction of the theoretical maximum amount of product (1.0 means a 100% yield; for example, 0.34 means a 34% yield). From a dataset of Reaction yield outcomes from USPTO patents with 853,638 reactions. (1) The reactants are [CH3:1][CH:2]1[CH2:7][NH:6][CH2:5][CH:4]([CH3:8])[NH:3]1.Cl[C:10]1[C:15]([Cl:16])=[CH:14][CH:13]=[CH:12][N:11]=1.C(N(C(C)C)CC)(C)C. The catalyst is CN(C=O)C. The product is [Cl:16][C:15]1[C:10]([N:6]2[CH2:5][CH:4]([CH3:8])[NH:3][CH:2]([CH3:1])[CH2:7]2)=[N:11][CH:12]=[CH:13][CH:14]=1. The yield is 0.644. (2) The reactants are [OH:1][NH:2][C:3](=O)[CH3:4].CC(C)([O-])C.[K+].[Cl:12][C:13]1[CH:14]=[C:15]([CH:27]=[CH:28][C:29]=1[Cl:30])[O:16][CH2:17][C:18]1[CH:25]=[CH:24]C(C#N)=[C:20](F)[CH:19]=1.C[N:32](C=O)C. No catalyst specified. The product is [Cl:12][C:13]1[CH:14]=[C:15]([CH:27]=[CH:28][C:29]=1[Cl:30])[O:16][CH2:17][C:18]1[CH:19]=[CH:20][C:4]2[C:3]([NH2:32])=[N:2][O:1][C:24]=2[CH:25]=1. The yield is 0.850. (3) The reactants are [CH2:1]([O:8][C:9]1[CH:10]=[C:11]2[C:16](=[CH:17][CH:18]=1)[CH:15]([C:19]1[CH:24]=[CH:23][C:22]([O:25][CH2:26][CH2:27][N:28]3[CH2:32][CH2:31][CH2:30][CH2:29]3)=[CH:21][CH:20]=1)[NH:14][CH2:13][CH2:12]2)[C:2]1[CH:7]=[CH:6][CH:5]=[CH:4][CH:3]=1.CCN(CC)CC.[CH3:40][C:41]([CH3:46])([CH3:45])[C:42](Cl)=[O:43]. The catalyst is C1COCC1. The product is [CH2:1]([O:8][C:9]1[CH:10]=[C:11]2[C:16](=[CH:17][CH:18]=1)[CH:15]([C:19]1[CH:24]=[CH:23][C:22]([O:25][CH2:26][CH2:27][N:28]3[CH2:32][CH2:31][CH2:30][CH2:29]3)=[CH:21][CH:20]=1)[N:14]([C:42](=[O:43])[C:41]([CH3:46])([CH3:45])[CH3:40])[CH2:13][CH2:12]2)[C:2]1[CH:3]=[CH:4][CH:5]=[CH:6][CH:7]=1. The yield is 0.560. (4) The reactants are [CH3:1][C:2]1([CH3:19])[CH2:6][O:5][C:4]2[CH:7]=[C:8]([CH3:18])[C:9]([C:11]3[N:12]=[CH:13][C:14]([NH2:17])=[N:15][CH:16]=3)=[CH:10][C:3]1=2.[Cl:20][C:21]1[CH:29]=[CH:28][CH:27]=[CH:26][C:22]=1[C:23](Cl)=[O:24]. No catalyst specified. The product is [Cl:20][C:21]1[CH:29]=[CH:28][CH:27]=[CH:26][C:22]=1[C:23]([NH:17][C:14]1[CH:13]=[N:12][C:11]([C:9]2[C:8]([CH3:18])=[CH:7][C:4]3[O:5][CH2:6][C:2]([CH3:19])([CH3:1])[C:3]=3[CH:10]=2)=[CH:16][N:15]=1)=[O:24]. The yield is 0.501. (5) The reactants are [CH:1]12[CH2:10][CH:5]3[CH2:6][CH:7]([CH2:9][CH:3]([CH2:4]3)[CH:2]1[NH:11][C:12]([C:14]1[CH:15]=[N:16][N:17]([C:20]([CH3:23])([CH3:22])[CH3:21])[C:18]=1Cl)=[O:13])[CH2:8]2.[NH:24]1[CH:28]=[CH:27][CH:26]=[N:25]1.[F-].[K+]. The catalyst is CS(C)=O. The product is [CH:1]12[CH2:10][CH:5]3[CH2:6][CH:7]([CH2:9][CH:3]([CH2:4]3)[CH:2]1[NH:11][C:12]([C:14]1[CH:15]=[N:16][N:17]([C:20]([CH3:23])([CH3:22])[CH3:21])[C:18]=1[N:24]1[CH:28]=[CH:27][CH:26]=[N:25]1)=[O:13])[CH2:8]2. The yield is 0.410. (6) The reactants are C([N:3]([CH2:13][CH3:14])[C:4](=[O:12])[C:5]1[CH:10]=[CH:9][CH:8]=[CH:7][C:6]=1[CH3:11])C.[N:15]1([CH2:22][CH2:23]CC#N)[CH2:21][CH2:20][CH2:19][CH2:18][CH2:17][CH2:16]1. No catalyst specified. The product is [N:15]1([CH2:22][CH2:23][CH2:14][C:13]2[NH:3][C:4](=[O:12])[C:5]3[C:6]([CH:11]=2)=[CH:7][CH:8]=[CH:9][CH:10]=3)[CH2:21][CH2:20][CH2:19][CH2:18][CH2:17][CH2:16]1. The yield is 0.380. (7) The reactants are [O:1]1CCO[CH:2]1[C:6]1[CH:21]=[CH:20][C:9]([O:10][C:11]2[CH:12]=[CH:13][C:14]([C:17]([NH2:19])=[O:18])=[N:15][CH:16]=2)=[C:8]([F:22])[CH:7]=1. The catalyst is C(O)=O.O. The product is [F:22][C:8]1[CH:7]=[C:6]([CH:2]=[O:1])[CH:21]=[CH:20][C:9]=1[O:10][C:11]1[CH:12]=[CH:13][C:14]([C:17]([NH2:19])=[O:18])=[N:15][CH:16]=1. The yield is 0.996. (8) The reactants are C([O:3][C:4](=[O:36])[C:5]1[CH:10]=[CH:9][CH:8]=[C:7]([N:11]2[C:15]([CH3:16])=[CH:14][CH:13]=[C:12]2[C:17]2[CH:22]=[C:21]([C:23]([F:26])([F:25])[F:24])[CH:20]=[CH:19][C:18]=2[O:27][CH2:28][C:29]2[CH:34]=[CH:33][C:32]([F:35])=[CH:31][CH:30]=2)[CH:6]=1)C.[OH-].[Na+].CCO. The catalyst is CCOC(C)=O. The product is [F:26][C:23]([F:24])([F:25])[C:21]1[CH:20]=[CH:19][C:18]([O:27][CH2:28][C:29]2[CH:30]=[CH:31][C:32]([F:35])=[CH:33][CH:34]=2)=[C:17]([C:12]2[N:11]([C:7]3[CH:6]=[C:5]([CH:10]=[CH:9][CH:8]=3)[C:4]([OH:36])=[O:3])[C:15]([CH3:16])=[CH:14][CH:13]=2)[CH:22]=1. The yield is 1.00. (9) The reactants are [O:1]=[C:2]1[C@H:7]2[CH2:8][C@H:4]([CH:5]=[CH:6]2)[N:3]1[C:9]([O:11][C:12]([CH3:15])([CH3:14])[CH3:13])=[O:10].[CH3:16][Si:17]([CH:20]=[N+]=[N-])([CH3:19])[CH3:18]. The catalyst is CCOCC.C([O-])(=O)C.[Pd+2].C([O-])(=O)C. The product is [C:12]([O:11][C:9]([N:3]1[C:2](=[O:1])[C@H:7]2[CH2:8][C@@H:4]1[C@H:5]1[C@@H:6]2[CH:16]1[Si:17]([CH3:20])([CH3:19])[CH3:18])=[O:10])([CH3:15])([CH3:14])[CH3:13]. The yield is 0.920. (10) The yield is 0.300. No catalyst specified. The reactants are [Cl:1][C:2]1[CH:7]=[CH:6][CH:5]=[C:4]([Cl:8])[C:3]=1[CH2:9][S:10]([C:13]1[CH:14]=[C:15]2[C:19](=[CH:20][CH:21]=1)[NH:18][C:17](=[O:22])/[C:16]/2=[CH:23]\[C:24]1[NH:28][C:27]([CH3:29])=[C:26]([C:30]([OH:32])=O)[C:25]=1[CH3:33])(=[O:12])=[O:11].[CH:34]1[CH:35]=CC2N(O)N=[N:40][C:38]=2[CH:39]=1.CCN=C=N[CH2:49][CH2:50][CH2:51][N:52]([CH3:54])[CH3:53].CN(C=[O:59])C. The product is [Cl:1][C:2]1[CH:7]=[CH:6][CH:5]=[C:4]([Cl:8])[C:3]=1[CH2:9][S:10]([C:13]1[CH:14]=[C:15]2[C:19](=[CH:20][CH:21]=1)[NH:18][C:17](=[O:22])/[C:16]/2=[CH:23]\[C:24]1[NH:28][C:27]([CH3:29])=[C:26]([C:30]([N:40]2[CH2:35][CH2:34][CH2:39][C@H:38]2[CH2:54][N:52]2[CH2:51][CH2:50][C@@H:49]([OH:59])[CH2:53]2)=[O:32])[C:25]=1[CH3:33])(=[O:11])=[O:12].